This data is from Reaction yield outcomes from USPTO patents with 853,638 reactions. The task is: Predict the reaction yield, written as a fraction of the theoretical maximum amount of product (1.0 means a 100% yield; for example, 0.34 means a 34% yield). (1) The product is [CH3:34][CH:35]([CH3:37])[CH2:36][NH:1][C:2]1[CH:3]=[C:4]([N:8]([CH2:16][C:17]2[CH:22]=[CH:21][CH:20]=[C:19]([O:23][C:24]([F:28])([F:29])[CH:25]([F:26])[F:27])[CH:18]=2)[CH2:9][CH:10]([OH:15])[C:11]([F:14])([F:13])[F:12])[CH:5]=[CH:6][CH:7]=1. The yield is 0.290. The catalyst is ClC(Cl)C. The reactants are [NH2:1][C:2]1[CH:3]=[C:4]([N:8]([CH2:16][C:17]2[CH:22]=[CH:21][CH:20]=[C:19]([O:23][C:24]([F:29])([F:28])[CH:25]([F:27])[F:26])[CH:18]=2)[CH2:9][CH:10]([OH:15])[C:11]([F:14])([F:13])[F:12])[CH:5]=[CH:6][CH:7]=1.C(O)(=O)C.[CH:34](=O)[CH:35]([CH3:37])[CH3:36].[BH-](OC(C)=O)(OC(C)=O)OC(C)=O.[Na+]. (2) The reactants are Cl[C:2]([O:4][CH:5]([Cl:7])[CH3:6])=[O:3].[CH3:8][CH:9]1[NH:14][CH2:13][CH2:12][N:11]([C:15]2[C:20]([O:21][CH3:22])=[C:19]3[N:23]([CH:31]4[CH2:33][CH2:32]4)[CH:24]=[C:25]([C:28]([OH:30])=[O:29])[C:26](=[O:27])[C:18]3=[CH:17][C:16]=2[F:34])[CH2:10]1.CN(C1C2C(N(C)C)=CC=CC=2C=CC=1)C. The catalyst is C(Cl)(Cl)Cl. The product is [Cl:7][CH:5]([O:4][C:2]([N:14]1[CH2:13][CH2:12][N:11]([C:15]2[C:20]([O:21][CH3:22])=[C:19]3[C:18]([C:26](=[O:27])[C:25]([C:28]([OH:30])=[O:29])=[CH:24][N:23]3[CH:31]3[CH2:32][CH2:33]3)=[CH:17][C:16]=2[F:34])[CH2:10][CH:9]1[CH3:8])=[O:3])[CH3:6]. The yield is 0.980. (3) The reactants are [CH3:1][N:2]1[C:10]2[C:5](=[CH:6][C:7]([C:11]([O:13]C)=[O:12])=[CH:8][CH:9]=2)[C:4]([C:15]2[N:27](S(C3C=CC(C)=CC=3)(=O)=O)[C:18]3=[N:19][CH:20]=[C:21]4[CH:25]=[N:24][N:23]([CH3:26])[C:22]4=[C:17]3[CH:16]=2)=[CH:3]1.[OH-].[Na+].[Li+].[OH-]. The catalyst is O1CCOCC1.O. The product is [CH3:1][N:2]1[C:10]2[C:5](=[CH:6][C:7]([C:11]([OH:13])=[O:12])=[CH:8][CH:9]=2)[C:4]([C:15]2[NH:27][C:18]3=[N:19][CH:20]=[C:21]4[CH:25]=[N:24][N:23]([CH3:26])[C:22]4=[C:17]3[CH:16]=2)=[CH:3]1. The yield is 0.600. (4) The product is [CH2:1]([N:8]1[C:12]([CH3:14])([CH3:13])[C:11](=[O:15])[NH:10][C:9]1=[O:25])[C:2]1[CH:3]=[CH:4][CH:5]=[CH:6][CH:7]=1. The yield is 0.630. The reactants are [CH2:1]([N:8]1[C:12]([CH3:14])([CH3:13])[C:11](=[O:15])[N:10](CC2C=CC(OC)=CC=2)[C:9]1=[O:25])[C:2]1[CH:7]=[CH:6][CH:5]=[CH:4][CH:3]=1.[N+]([O-])([O-])=O.[Ce].[NH4+].C(OCC)(=O)C. The catalyst is C(#N)C.O.